Dataset: Forward reaction prediction with 1.9M reactions from USPTO patents (1976-2016). Task: Predict the product of the given reaction. (1) The product is: [CH:7]([CH:24]1[CH2:23][O:22][C:19](=[O:21])[NH:1]1)([CH3:10])[CH3:8]. Given the reactants [N-:1]=[N+]=[N-].C(OC(OC(C)(C)C)=O)(O[C:7]([CH3:10])(C)[CH3:8])=O.[C:19]([O:22][CH2:23][CH3:24])(=[O:21])C, predict the reaction product. (2) Given the reactants [F:1][C:2]1[C:7]([S:8]([C:11]([F:14])([F:13])[F:12])(=[O:10])=[O:9])=[CH:6][CH:5]=[CH:4][C:3]=1[CH:15]1[CH2:20][CH2:19][NH:18][CH2:17][CH2:16]1.C(=O)([O-])[O-].[K+].[K+].I[CH2:28][CH2:29][CH3:30].CS(OC1C=CC=C(C2CCNCC2)C=1F)(=O)=O, predict the reaction product. The product is: [F:1][C:2]1[C:7]([S:8]([C:11]([F:14])([F:13])[F:12])(=[O:9])=[O:10])=[CH:6][CH:5]=[CH:4][C:3]=1[CH:15]1[CH2:20][CH2:19][N:18]([CH2:28][CH2:29][CH3:30])[CH2:17][CH2:16]1. (3) Given the reactants [Br:1][C:2]1[CH:3]=[C:4]([CH:7]=[C:8]([N+:11]([O-])=O)[C:9]=1[OH:10])[C:5]#[N:6].B.C1COCC1.B.Cl, predict the reaction product. The product is: [NH2:11][C:8]1[CH:7]=[C:4]([CH2:5][NH2:6])[CH:3]=[C:2]([Br:1])[C:9]=1[OH:10]. (4) Given the reactants C(N(CC)CC)C.[CH3:8][S:9](Cl)(=[O:11])=[O:10].[OH:13][CH2:14][CH2:15][O:16][C:17]1([C:29]2[N:30]=[CH:31][N:32]([C:34]([C:47]3[CH:52]=[CH:51][CH:50]=[CH:49][CH:48]=3)([C:41]3[CH:46]=[CH:45][CH:44]=[CH:43][CH:42]=3)[C:35]3[CH:40]=[CH:39][CH:38]=[CH:37][CH:36]=3)[CH:33]=2)[CH2:26][CH2:25][CH2:24][C:23]2[CH:22]=[C:21]([C:27]#[N:28])[CH:20]=[CH:19][C:18]1=2, predict the reaction product. The product is: [CH3:8][S:9]([O:13][CH2:14][CH2:15][O:16][C:17]1([C:29]2[N:30]=[CH:31][N:32]([C:34]([C:47]3[CH:52]=[CH:51][CH:50]=[CH:49][CH:48]=3)([C:35]3[CH:36]=[CH:37][CH:38]=[CH:39][CH:40]=3)[C:41]3[CH:42]=[CH:43][CH:44]=[CH:45][CH:46]=3)[CH:33]=2)[C:18]2[C:23](=[CH:22][C:21]([C:27]#[N:28])=[CH:20][CH:19]=2)[CH2:24][CH2:25][CH2:26]1)(=[O:11])=[O:10]. (5) Given the reactants [CH3:1][NH2:2].[Cl:3][C:4]1[C:9]([N+:10]([O-:12])=[O:11])=[C:8](Cl)[N:7]=[C:6]([CH3:14])[N:5]=1, predict the reaction product. The product is: [NH2:2][C:1]1[N:7]([CH3:8])[CH:6]([CH3:14])[N:5]=[C:4]([Cl:3])[C:9]=1[N+:10]([O-:12])=[O:11]. (6) Given the reactants [Cl:1][C:2]1[C:7]([N+:8]([O-:10])=[O:9])=[CH:6][CH:5]=[C:4]([Cl:11])[C:3]=1[S:12](Cl)(=[O:14])=[O:13].[CH:16]([NH2:19])([CH3:18])[CH3:17].C(N(CC)CC)C, predict the reaction product. The product is: [CH:16]([NH:19][S:12]([C:3]1[C:4]([Cl:11])=[CH:5][CH:6]=[C:7]([N+:8]([O-:10])=[O:9])[C:2]=1[Cl:1])(=[O:14])=[O:13])([CH3:18])[CH3:17].